Predict the reactants needed to synthesize the given product. From a dataset of Full USPTO retrosynthesis dataset with 1.9M reactions from patents (1976-2016). (1) Given the product [CH2:1]([O:3][C:4](=[O:12])[C:5]([CH:7]1[CH2:11][CH2:10][O:9][CH:8]1[O:15][CH2:13][CH3:14])=[O:6])[CH3:2], predict the reactants needed to synthesize it. The reactants are: [CH2:1]([O:3][C:4](=[O:12])[C:5]([C:7]1[CH2:11][CH2:10][O:9][CH:8]=1)=[O:6])[CH3:2].[CH2:13]([OH:15])[CH3:14]. (2) Given the product [CH3:1][O:2][C:3]([C@H:5]1[C@H:9]([NH:10][C:11]([O:13][C:14]([CH3:17])([CH3:16])[CH3:15])=[O:12])[CH2:8][NH:7][CH2:6]1)=[O:4], predict the reactants needed to synthesize it. The reactants are: [CH3:1][O:2][C:3]([C@H:5]1[C@H:9]([NH:10][C:11]([O:13][C:14]([CH3:17])([CH3:16])[CH3:15])=[O:12])[CH2:8][N:7](CC2C=CC=CC=2)[CH2:6]1)=[O:4].